Dataset: Peptide-MHC class I binding affinity with 185,985 pairs from IEDB/IMGT. Task: Regression. Given a peptide amino acid sequence and an MHC pseudo amino acid sequence, predict their binding affinity value. This is MHC class I binding data. The peptide sequence is GRNSRFPDK. The MHC is HLA-A31:01 with pseudo-sequence HLA-A31:01. The binding affinity (normalized) is 0.0847.